Predict the reaction yield, written as a fraction of the theoretical maximum amount of product (1.0 means a 100% yield; for example, 0.34 means a 34% yield). From a dataset of Reaction yield outcomes from USPTO patents with 853,638 reactions. (1) The reactants are [Cl:1][C:2]1[CH:11]=[C:10]2[C:5]([C:6](=O)[NH:7][CH:8]=[N:9]2)=[CH:4][CH:3]=1.O=P(Cl)(Cl)[Cl:15]. No catalyst specified. The product is [Cl:15][C:6]1[C:5]2[C:10](=[CH:11][C:2]([Cl:1])=[CH:3][CH:4]=2)[N:9]=[CH:8][N:7]=1. The yield is 0.948. (2) The reactants are [O:1]1[CH2:6][CH2:5][CH:4]([C:7]([NH2:9])=O)[CH2:3][CH2:2]1.COC1C=CC(P2(SP(C3C=CC(OC)=CC=3)(=S)S2)=[S:19])=CC=1.C([O-])(O)=O.[Na+]. The catalyst is C1COCC1. The product is [O:1]1[CH2:6][CH2:5][CH:4]([C:7](=[S:19])[NH2:9])[CH2:3][CH2:2]1. The yield is 0.438.